From a dataset of Forward reaction prediction with 1.9M reactions from USPTO patents (1976-2016). Predict the product of the given reaction. (1) Given the reactants [Br:1][C:2]1[CH:3]=[N:4][C:5]2[N:6]([N:8]=[C:9]([C:11]([OH:13])=O)[CH:10]=2)[CH:7]=1.[CH3:14][N:15]1[C:20]2[CH:21]=[CH:22][S:23][C:19]=2[CH2:18][CH2:17][NH:16]1, predict the reaction product. The product is: [Br:1][C:2]1[CH:3]=[N:4][C:5]2[N:6]([N:8]=[C:9]([C:11]([N:16]3[CH2:17][CH2:18][C:19]4[S:23][CH:22]=[CH:21][C:20]=4[N:15]3[CH3:14])=[O:13])[CH:10]=2)[CH:7]=1. (2) Given the reactants [C:1]1(P(C2C=CC=CC=2)C2C=CC=CC=2)[CH:6]=CC=C[CH:2]=1.N(C(OCC)=O)=NC(OCC)=O.C1(C)C=CC=CC=1.[CH:39]([O:42][C:43]([N:45]1[C:54]2[C:49](=[CH:50][C:51]([C:55]([F:58])([F:57])[F:56])=[CH:52][CH:53]=2)[C@@H:48]([N:59]([CH2:65][C:66]2[CH:71]=[C:70]([C:72]([F:75])([F:74])[F:73])[CH:69]=[C:68]([C:76]([F:79])([F:78])[F:77])[CH:67]=2)[C:60]2[NH:64][N:63]=[N:62][N:61]=2)[CH2:47][C@H:46]1[CH2:80][CH3:81])=[O:44])([CH3:41])[CH3:40].C(O)CC, predict the reaction product. The product is: [CH:39]([O:42][C:43]([N:45]1[C:54]2[C:49](=[CH:50][C:51]([C:55]([F:58])([F:57])[F:56])=[CH:52][CH:53]=2)[C@@H:48]([N:59]([CH2:65][C:66]2[CH:71]=[C:70]([C:72]([F:73])([F:74])[F:75])[CH:69]=[C:68]([C:76]([F:77])([F:78])[F:79])[CH:67]=2)[C:60]2[N:61]=[N:62][N:63]([CH2:2][CH2:1][CH3:6])[N:64]=2)[CH2:47][C@H:46]1[CH2:80][CH3:81])=[O:44])([CH3:41])[CH3:40]. (3) The product is: [CH:22]1([CH2:28][NH:29][C:13]([C:14]2[C:15]([NH:16][C:11]([C:1]3[C:10]4[C:5](=[CH:6][CH:7]=[CH:8][CH:9]=4)[CH:4]=[CH:3][CH:2]=3)=[O:12])=[CH:17][CH:18]=[CH:19][N:20]=2)=[O:21])[CH2:27][CH2:26][CH2:25][CH2:24][CH2:23]1. Given the reactants [C:1]1([C:11]2[O:12][C:13](=[O:21])[C:14]3[N:20]=[CH:19][CH:18]=[CH:17][C:15]=3[N:16]=2)[C:10]2[C:5](=[CH:6][CH:7]=[CH:8][CH:9]=2)[CH:4]=[CH:3][CH:2]=1.[CH:22]1([CH2:28][NH2:29])[CH2:27][CH2:26][CH2:25][CH2:24][CH2:23]1, predict the reaction product. (4) Given the reactants [CH2:1]([OH:34])[C@H:2]1[O:7][C@H:6]([O:8][CH2:9][C@H:10]2[O:15][C@H:14]([O:16][C@@H:17]([C@H:22]([OH:27])[C@@H:23]([OH:26])[CH:24]=[O:25])[C@H:18]([OH:21])[CH2:19][OH:20])[C@H:13]([OH:28])[C@@H:12]([OH:29])[C@@H:11]2[OH:30])[C@H:5]([OH:31])[C@@H:4]([OH:32])[C@@H:3]1[OH:33], predict the reaction product. The product is: [O:8]=[CH:6][C@@H:5]([C@H:4]([C@@H:3]([C@@H:2]([CH2:1][OH:34])[OH:7])[OH:33])[OH:32])[OH:31].[CH2:1]([OH:34])[C@H:2]1[O:7][C@H:6]([O:8][CH2:9][C@H:10]2[O:15][C@H:14]([O:16][C@@H:17]([C@H:22]([OH:27])[C@@H:23]([OH:26])[CH:24]=[O:25])[C@H:18]([OH:21])[CH2:19][OH:20])[C@H:13]([OH:28])[C@@H:12]([OH:29])[C@@H:11]2[OH:30])[C@H:5]([OH:31])[C@@H:4]([OH:32])[C@@H:3]1[OH:33]. (5) Given the reactants [Cl:1][C:2]1[CH:16]=[CH:15][C:5]([CH2:6][O:7][Si](C(C)(C)C)(C)C)=[C:4]([F:17])[C:3]=1[I:18].[F-].C([N+](CCCC)(CCCC)CCCC)CCC, predict the reaction product. The product is: [Cl:1][C:2]1[CH:16]=[CH:15][C:5]([CH2:6][OH:7])=[C:4]([F:17])[C:3]=1[I:18].